From a dataset of Full USPTO retrosynthesis dataset with 1.9M reactions from patents (1976-2016). Predict the reactants needed to synthesize the given product. (1) Given the product [C:5]12([CH2:4][CH2:3][NH:2][CH3:1])[CH2:12][CH:11]3[CH2:10][CH:9]([CH2:8][CH:7]([CH2:13]3)[CH2:6]1)[CH2:14]2, predict the reactants needed to synthesize it. The reactants are: [CH3:1][NH:2][C:3](=O)[CH2:4][C:5]12[CH2:14][CH:9]3[CH2:10][CH:11]([CH2:13][CH:7]([CH2:8]3)[CH2:6]1)[CH2:12]2.[H-].[Al+3].[Li+].[H-].[H-].[H-].C(OCC)(=O)C. (2) Given the product [CH3:14][O:15][C:16]1[CH:17]=[CH:18][C:19]([C:22]2[CH:27]=[CH:26][C:25]([S:28]([N:11]3[CH2:12][CH2:13][CH:8]([N:5]4[CH2:6][CH2:7][CH:2]([CH3:1])[CH2:3][CH2:4]4)[CH2:9][CH2:10]3)(=[O:30])=[O:29])=[CH:24][CH:23]=2)=[CH:20][CH:21]=1, predict the reactants needed to synthesize it. The reactants are: [CH3:1][CH:2]1[CH2:7][CH2:6][N:5]([CH:8]2[CH2:13][CH2:12][NH:11][CH2:10][CH2:9]2)[CH2:4][CH2:3]1.[CH3:14][O:15][C:16]1[CH:21]=[CH:20][C:19]([C:22]2[CH:27]=[CH:26][C:25]([S:28](Cl)(=[O:30])=[O:29])=[CH:24][CH:23]=2)=[CH:18][CH:17]=1.